This data is from Catalyst prediction with 721,799 reactions and 888 catalyst types from USPTO. The task is: Predict which catalyst facilitates the given reaction. (1) Reactant: [O:1]=[C:2]([NH:27][C:28]1[CH:29]=[CH:30][CH:31]=[C:32]2[C:37]=1[N:36]=[CH:35][CH:34]=[CH:33]2)[CH:3]([C:17]1[CH:26]=[CH:25][C:20]([C:21]([O:23][CH3:24])=[O:22])=[CH:19][CH:18]=1)[C:4](=[O:16])[NH:5][C:6]1[CH:7]=[CH:8][CH:9]=[C:10]2[C:15]=1[N:14]=[CH:13][CH:12]=[CH:11]2.[H-].[Na+].[B-](F)(F)(F)[F:41].[B-](F)(F)(F)F.C1[N+]2(CCl)CC[N+](F)(CC2)C1. Product: [F:41][C:3]([C:17]1[CH:26]=[CH:25][C:20]([C:21]([O:23][CH3:24])=[O:22])=[CH:19][CH:18]=1)([C:4](=[O:16])[NH:5][C:6]1[CH:7]=[CH:8][CH:9]=[C:10]2[C:15]=1[N:14]=[CH:13][CH:12]=[CH:11]2)[C:2](=[O:1])[NH:27][C:28]1[CH:29]=[CH:30][CH:31]=[C:32]2[C:37]=1[N:36]=[CH:35][CH:34]=[CH:33]2. The catalyst class is: 1. (2) Reactant: [BH4-].[Na+].[CH3:3][C:4]1[CH:9]=[C:8]([C:10]2[CH:15]=[CH:14][C:13]([C:16]([F:19])([F:18])[F:17])=[CH:12][CH:11]=2)[C:7]([C:20]([NH:22][C:23]2[CH:28]=[CH:27][C:26]([C:29](=[O:38])[CH2:30][CH2:31][C:32]3[CH:37]=[CH:36][CH:35]=[CH:34][N:33]=3)=[CH:25][CH:24]=2)=[O:21])=[CH:6][CH:5]=1. Product: [OH:38][CH:29]([C:26]1[CH:27]=[CH:28][C:23]([NH:22][C:20]([C:7]2[C:8]([C:10]3[CH:11]=[CH:12][C:13]([C:16]([F:19])([F:17])[F:18])=[CH:14][CH:15]=3)=[CH:9][C:4]([CH3:3])=[CH:5][CH:6]=2)=[O:21])=[CH:24][CH:25]=1)[CH2:30][CH2:31][C:32]1[CH:37]=[CH:36][CH:35]=[CH:34][N:33]=1. The catalyst class is: 5. (3) The catalyst class is: 7. Reactant: [CH2:1]([N:8]1[CH2:13][CH2:12][C:11](=[O:14])[CH2:10][CH2:9]1)[C:2]1[CH:7]=[CH:6][CH:5]=[CH:4][CH:3]=1.[H-].[Na+].[CH2:17](Br)[C:18]1[CH:23]=[CH:22][CH:21]=[CH:20][CH:19]=1. Product: [CH2:1]([N:8]1[CH2:13][CH2:12][C:11](=[O:14])[CH:10]([CH2:17][C:18]2[CH:23]=[CH:22][CH:21]=[CH:20][CH:19]=2)[CH2:9]1)[C:2]1[CH:3]=[CH:4][CH:5]=[CH:6][CH:7]=1. (4) Reactant: [NH2:1][C:2]1[CH:7]=[C:6]([O:8][C:9]2[CH:14]=[CH:13][C:12]([NH:15]C(=O)C(C)(C)C)=[C:11]([F:22])[CH:10]=2)[CH:5]=[CH:4][N:3]=1.Cl. Product: [NH2:15][C:12]1[CH:13]=[CH:14][C:9]([O:8][C:6]2[CH:5]=[CH:4][N:3]=[C:2]([NH2:1])[CH:7]=2)=[CH:10][C:11]=1[F:22]. The catalyst class is: 5. (5) Reactant: [Cl:1][C:2]1[CH:3]=[C:4]([N:10]2[CH:22]([CH:23]3[CH2:27][CH2:26][CH2:25][CH2:24]3)[CH:21]3[C:12]([C:13]4[CH:14]=[CH:15][C:16]([C:28](O)=[O:29])=[N:17][C:18]=4[CH2:19][CH2:20]3)=[N:11]2)[CH:5]=[CH:6][C:7]=1[C:8]#[N:9].[CH3:31][NH:32][C@@H:33]1[CH2:37][CH2:36][N:35]([CH3:38])[CH2:34]1.CCN(C(C)C)C(C)C.CN(C(ON1N=NC2C=CC=NC1=2)=[N+](C)C)C.F[P-](F)(F)(F)(F)F. Product: [Cl:1][C:2]1[CH:3]=[C:4]([N:10]2[CH:22]([CH:23]3[CH2:27][CH2:26][CH2:25][CH2:24]3)[CH:21]3[C:12]([C:13]4[CH:14]=[CH:15][C:16]([C:28]([N:32]([CH3:31])[C@@H:33]5[CH2:37][CH2:36][N:35]([CH3:38])[CH2:34]5)=[O:29])=[N:17][C:18]=4[CH2:19][CH2:20]3)=[N:11]2)[CH:5]=[CH:6][C:7]=1[C:8]#[N:9]. The catalyst class is: 139.